Dataset: Forward reaction prediction with 1.9M reactions from USPTO patents (1976-2016). Task: Predict the product of the given reaction. (1) Given the reactants BrC1N=C([C@@H]([NH:17][C:18](=[O:24])[O:19]C(C)(C)C)[C@H](O)C2C=CC=CC=2)C=CC=1.[Br:25][C:26]1[CH:27]=[N:28][CH:29]=[C:30]([CH:33]=1)[CH:31]=O.C(OP([CH2:42][C:43]1[CH:48]=[CH:47][CH:46]=[CH:45][CH:44]=1)(=O)OCC)C, predict the reaction product. The product is: [Br:25][C:26]1[CH:33]=[C:30]([C@@H:31]2[C@@H:42]([C:43]3[CH:44]=[CH:45][CH:46]=[CH:47][CH:48]=3)[O:24][C:18](=[O:19])[NH:17]2)[CH:29]=[N:28][CH:27]=1. (2) Given the reactants [F:1][C:2]1[CH:7]=[CH:6][C:5]([N:8]2[C:16]3[C:11](=[CH:12][C:13]([O:17][C@H:18]([C:22]4[CH:27]=[CH:26][C:25]([S:28][CH:29]5[CH2:31][CH2:30]5)=[CH:24][CH:23]=4)[C@@H:19]([NH2:21])[CH3:20])=[CH:14][CH:15]=3)[CH:10]=[N:9]2)=[CH:4][CH:3]=1.CN(C)C(N(C)C)=N.[F:40][C:41]([F:48])([F:47])[C:42](OCC)=[O:43], predict the reaction product. The product is: [CH:29]1([S:28][C:25]2[CH:24]=[CH:23][C:22]([C@@H:18]([O:17][C:13]3[CH:12]=[C:11]4[C:16](=[CH:15][CH:14]=3)[N:8]([C:5]3[CH:4]=[CH:3][C:2]([F:1])=[CH:7][CH:6]=3)[N:9]=[CH:10]4)[C@@H:19]([NH:21][C:42](=[O:43])[C:41]([F:48])([F:47])[F:40])[CH3:20])=[CH:27][CH:26]=2)[CH2:31][CH2:30]1. (3) Given the reactants C[CH:2]=[C:3]([C:7]1[C:33]([CH3:34])=[CH:32][C:10]2[C:11]([CH2:14][CH2:15][C:16]3[S:17][C:18]4[CH:27]=[C:26]([C:28]([F:31])([F:30])[F:29])[CH:25]=[CH:24][C:19]=4[C:20]=3[CH:21]([CH3:23])[CH3:22])=[N:12][O:13][C:9]=2[CH:8]=1)[C:4]([O-:6])=[O:5].[OH-].[Na+].Cl, predict the reaction product. The product is: [CH:21]([C:20]1[C:19]2[CH:24]=[CH:25][C:26]([C:28]([F:29])([F:30])[F:31])=[CH:27][C:18]=2[S:17][C:16]=1[CH2:15][CH2:14][C:11]1[C:10]2[CH:32]=[C:33]([CH3:34])[C:7]([C:3](=[CH2:2])[C:4]([OH:6])=[O:5])=[CH:8][C:9]=2[O:13][N:12]=1)([CH3:23])[CH3:22]. (4) The product is: [C:8]([NH:11][C:12]1[S:20][C:15]2[CH2:16][N:17]([CH2:2][CH3:3])[CH2:18][CH2:19][C:14]=2[C:13]=1[C:21]([NH:22][C:23]1[CH:24]=[CH:25][CH:26]=[CH:27][CH:28]=1)=[O:29])(=[O:10])[CH3:9]. Given the reactants F[C:2](F)(F)[C:3]([O-])=O.[C:8]([NH:11][C:12]1[S:20][C:15]2[CH2:16][NH2+:17][CH2:18][CH2:19][C:14]=2[C:13]=1[C:21](=[O:29])[NH:22][C:23]1[CH:28]=[CH:27][CH:26]=[CH:25][CH:24]=1)(=[O:10])[CH3:9].C(=O)C.C(O[BH-](OC(=O)C)OC(=O)C)(=O)C.[Na+].ClC(Cl)C, predict the reaction product. (5) Given the reactants [Br:1][C:2]1[CH:3]=[N:4][N:5]([CH2:10][C:11]([OH:13])=O)[C:6](=[O:9])[C:7]=1[Br:8].C(Cl)(=O)C(Cl)=O.[N:20]1[CH:25]=[CH:24][C:23]([CH2:26][NH2:27])=[CH:22][CH:21]=1.C(N(CC)CC)C, predict the reaction product. The product is: [Br:1][C:2]1[CH:3]=[N:4][N:5]([CH2:10][C:11]([NH:27][CH2:26][C:23]2[CH:24]=[CH:25][N:20]=[CH:21][CH:22]=2)=[O:13])[C:6](=[O:9])[C:7]=1[Br:8]. (6) The product is: [B:21]([OH:22])([OH:20])[C:6]1[CH:7]=[CH:2][C:3]([C:8]2[CH:13]=[CH:12][CH:11]=[CH:10][CH:9]=2)=[CH:4][CH:5]=1. Given the reactants Br[C:2]1[CH:7]=[CH:6][CH:5]=[CH:4][C:3]=1[C:8]1[CH:13]=[CH:12][CH:11]=[CH:10][CH:9]=1.C([Li])CCC.C[O:20][B:21](OC)[O:22]C.Cl, predict the reaction product. (7) Given the reactants Cl[C:2]1[N:3]=[C:4]2[CH:9]=[CH:8][C:7]([F:10])=[CH:6][N:5]2[C:11]=1[C:12]1[N:17]=[C:16]([CH3:18])[N:15]=[C:14]([N:19]([CH2:29][C:30]2[CH:35]=[CH:34][C:33]([O:36][CH3:37])=[CH:32][CH:31]=2)[CH2:20][C:21]2[CH:26]=[CH:25][C:24]([O:27][CH3:28])=[CH:23][CH:22]=2)[N:13]=1.[CH3:38][O:39][C:40]1[N:45]=[CH:44][C:43]([NH2:46])=[CH:42][CH:41]=1.CC([O-])(C)C.[Na+], predict the reaction product. The product is: [CH3:28][O:27][C:24]1[CH:25]=[CH:26][C:21]([CH2:20][N:19]([CH2:29][C:30]2[CH:35]=[CH:34][C:33]([O:36][CH3:37])=[CH:32][CH:31]=2)[C:14]2[N:15]=[C:16]([CH3:18])[N:17]=[C:12]([C:11]3[N:5]4[CH:6]=[C:7]([F:10])[CH:8]=[CH:9][C:4]4=[N:3][C:2]=3[NH:46][C:43]3[CH:44]=[N:45][C:40]([O:39][CH3:38])=[CH:41][CH:42]=3)[N:13]=2)=[CH:22][CH:23]=1.